Dataset: Reaction yield outcomes from USPTO patents with 853,638 reactions. Task: Predict the reaction yield, written as a fraction of the theoretical maximum amount of product (1.0 means a 100% yield; for example, 0.34 means a 34% yield). (1) The reactants are [NH2:1][C:2]1[CH:7]=[C:6]([F:8])[CH:5]=[CH:4][C:3]=1[SH:9].Br[CH2:11][C:12]1[CH:21]=[CH:20][C:15]([C:16]([O:18][CH3:19])=[O:17])=[CH:14][CH:13]=1.C([O-])([O-])=O.[K+].[K+]. The catalyst is CN(C=O)C. The product is [NH2:1][C:2]1[CH:7]=[C:6]([F:8])[CH:5]=[CH:4][C:3]=1[S:9][CH2:11][C:12]1[CH:21]=[CH:20][C:15]([C:16]([O:18][CH3:19])=[O:17])=[CH:14][CH:13]=1. The yield is 0.940. (2) The reactants are [CH3:1][CH2:2][C@@H:3]([C@H:5]([N:36]([C:38]([C@@H:40]([NH:44][C:45]([C@@H:47]([N:51]([CH3:53])[CH3:52])[CH:48]([CH3:50])[CH3:49])=[O:46])[CH:41]([CH3:43])[CH3:42])=[O:39])[CH3:37])[C@H:6]([O:34][CH3:35])[CH2:7][C:8]([N:10]1[C@H:14]([C@H:15]([O:32][CH3:33])[C@H:16]([C:18]([NH:20][C@H:21]([C:29]([OH:31])=[O:30])[CH2:22][C:23]2[CH:28]=[CH:27][CH:26]=[CH:25][CH:24]=2)=[O:19])[CH3:17])[CH2:13][CH2:12][CH2:11]1)=[O:9])[CH3:4].CN(C(ON1N=NC2C=CC=NC1=2)=[N+](C)C)C.F[P-](F)(F)(F)(F)F.C(N(C(C)C)CC)(C)C.[NH2:87][CH2:88][CH2:89][CH2:90][OH:91]. The catalyst is CN(C=O)C. The product is [CH3:1][CH2:2][C@@H:3]([C@H:5]([N:36]([C:38]([C@@H:40]([NH:44][C:45]([C@@H:47]([N:51]([CH3:53])[CH3:52])[CH:48]([CH3:50])[CH3:49])=[O:46])[CH:41]([CH3:43])[CH3:42])=[O:39])[CH3:37])[C@H:6]([O:34][CH3:35])[CH2:7][C:8]([N:10]1[C@H:14]([C@H:15]([O:32][CH3:33])[C@H:16]([C:18]([NH:20][C@H:21]([C:29]([OH:31])=[O:30])[CH2:22][C:23]2[CH:28]=[CH:27][CH:26]=[CH:25][CH:24]=2)=[O:19])[CH3:17])[CH2:13][CH2:12][CH2:11]1)=[O:9])[CH3:4].[OH:91][CH2:90][CH2:89][CH2:88][NH-:87]. The yield is 0.680. (3) The catalyst is C1COCC1.C1(C)C=CC=CC=1. The reactants are C[O:2][C:3](=O)[CH:4]=[CH:5][C:6]1([CH3:12])[CH2:11][CH2:10][O:9][CH2:8][CH2:7]1.[H-].C([Al+]CC(C)C)C(C)C.C(C(C(C([O-])=O)O)O)([O-])=O.[K+].[Na+]. The product is [CH3:12][C:6]1([CH:5]=[CH:4][CH2:3][OH:2])[CH2:7][CH2:8][O:9][CH2:10][CH2:11]1. The yield is 0.710. (4) The reactants are [CH2:1]([O:8][CH2:9][CH2:10][O:11][C:12]1[CH:17]=[CH:16][C:15]([NH:18][C:19](=[O:29])[CH2:20][C:21]2[CH:26]=[CH:25][C:24](Br)=[CH:23][C:22]=2[F:28])=[CH:14][C:13]=1[C:30]([F:33])([F:32])[F:31])[C:2]1[CH:7]=[CH:6][CH:5]=[CH:4][CH:3]=1.[CH2:34]([O:36][C:37]1[C:38]([O:52][CH2:53][C:54]2[CH:59]=[CH:58][C:57]([O:60][CH3:61])=[CH:56][CH:55]=2)=[N:39][CH:40]=[C:41](B2OC(C)(C)C(C)(C)O2)[CH:42]=1)[CH3:35].C([O-])([O-])=O.[Cs+].[Cs+]. The catalyst is O1CCOCC1.O.C1C=CC(P(C2C=CC=CC=2)[C-]2C=CC=C2)=CC=1.C1C=CC(P(C2C=CC=CC=2)[C-]2C=CC=C2)=CC=1.Cl[Pd]Cl.[Fe+2]. The product is [CH2:1]([O:8][CH2:9][CH2:10][O:11][C:12]1[CH:17]=[CH:16][C:15]([NH:18][C:19](=[O:29])[CH2:20][C:21]2[CH:26]=[CH:25][C:24]([C:41]3[CH:40]=[N:39][C:38]([O:52][CH2:53][C:54]4[CH:55]=[CH:56][C:57]([O:60][CH3:61])=[CH:58][CH:59]=4)=[C:37]([O:36][CH2:34][CH3:35])[CH:42]=3)=[CH:23][C:22]=2[F:28])=[CH:14][C:13]=1[C:30]([F:33])([F:32])[F:31])[C:2]1[CH:7]=[CH:6][CH:5]=[CH:4][CH:3]=1. The yield is 0.215. (5) The reactants are [C:1]([C:3]1[S:11][C:10]2[C:5](=[N:6][CH:7]=[CH:8][C:9]=2[O:12][C:13]2[CH:18]=[CH:17][C:16]([N+:19]([O-])=O)=[CH:15][C:14]=2[F:22])[CH:4]=1)#[CH:2].Cl[Sn]Cl.[C:26]1([CH2:32][C:33]([N:35]=[C:36]=[S:37])=[O:34])[CH:31]=[CH:30][CH:29]=[CH:28][CH:27]=1. The catalyst is CO.CCO.C1(C)C=CC=CC=1. The product is [C:1]([C:3]1[S:11][C:10]2[C:5](=[N:6][CH:7]=[CH:8][C:9]=2[O:12][C:13]2[CH:18]=[CH:17][C:16]([NH:19][C:36]([NH:35][C:33](=[O:34])[CH2:32][C:26]3[CH:27]=[CH:28][CH:29]=[CH:30][CH:31]=3)=[S:37])=[CH:15][C:14]=2[F:22])[CH:4]=1)#[CH:2]. The yield is 0.0900.